From a dataset of Forward reaction prediction with 1.9M reactions from USPTO patents (1976-2016). Predict the product of the given reaction. Given the reactants Cl[C:2]1[C:7]([CH2:8][O:9][C:10]2[CH:15]=[C:14]([CH:16]([CH3:18])[CH3:17])[CH:13]=[CH:12][C:11]=2[CH3:19])=[C:6]([CH3:20])[N:5]=[C:4]([C:21]2[C:26]([CH2:27][CH3:28])=[CH:25][CH:24]=[CH:23][C:22]=2[CH2:29][CH3:30])[N:3]=1.CC1(C)C(C)(C)OB([C:39]2[CH2:44][CH2:43][N:42]([C:45]([O:47][C:48]([CH3:51])([CH3:50])[CH3:49])=[O:46])[CH2:41][CH:40]=2)O1.C([O-])([O-])=O.[K+].[K+], predict the reaction product. The product is: [CH2:27]([C:26]1[CH:25]=[CH:24][CH:23]=[C:22]([CH2:29][CH3:30])[C:21]=1[C:4]1[N:3]=[C:2]([C:39]2[CH2:44][CH2:43][N:42]([C:45]([O:47][C:48]([CH3:49])([CH3:50])[CH3:51])=[O:46])[CH2:41][CH:40]=2)[C:7]([CH2:8][O:9][C:10]2[CH:15]=[C:14]([CH:16]([CH3:18])[CH3:17])[CH:13]=[CH:12][C:11]=2[CH3:19])=[C:6]([CH3:20])[N:5]=1)[CH3:28].